This data is from Full USPTO retrosynthesis dataset with 1.9M reactions from patents (1976-2016). The task is: Predict the reactants needed to synthesize the given product. (1) Given the product [CH2:1]([C:4]1[CH:9]=[CH:8][C:7]([C:10]2[CH:11]=[CH:12][C:13]([OH:16])=[CH:14][CH:15]=2)=[CH:6][CH:5]=1)[CH2:2][CH3:3], predict the reactants needed to synthesize it. The reactants are: [CH2:1]([C:4]1[CH:9]=[CH:8][C:7]([C:10]2[CH:15]=[CH:14][C:13]([O:16]C)=[CH:12][CH:11]=2)=[CH:6][CH:5]=1)[CH2:2][CH3:3].B(Br)(Br)Br.O. (2) Given the product [Br:23][C:24]1[CH:32]=[CH:31][CH:30]=[C:29]([NH:16][C:15]2[C:17]([CH3:22])=[CH:18][C:19]([CH3:21])=[CH:20][C:14]=2[CH3:13])[C:25]=1[C:26]([OH:28])=[O:27], predict the reactants needed to synthesize it. The reactants are: C(NC(C)C)(C)C.C([Li])CCC.[CH3:13][C:14]1[CH:20]=[C:19]([CH3:21])[CH:18]=[C:17]([CH3:22])[C:15]=1[NH2:16].[Br:23][C:24]1[CH:32]=[CH:31][CH:30]=[C:29](F)[C:25]=1[C:26]([OH:28])=[O:27]. (3) Given the product [C:1]([C:5]1[CH:9]=[C:8]([NH:10][C:11]([NH:13][C@@H:14]2[C:23]3[C:18](=[CH:19][CH:20]=[CH:21][CH:22]=3)[C@H:17]([O:24][C:25]3[CH:26]=[CH:27][C:28]4[N:29]([C:31]([N:34]5[CH2:35][CH2:36][CH2:37][CH2:38][CH2:39]5)=[N:32][N:33]=4)[CH:30]=3)[CH2:16][CH2:15]2)=[O:12])[N:7]([C:40]2[CH:41]=[N:42][N:43]([CH2:45][CH2:46][O:47][S:58]([CH3:57])(=[O:60])=[O:59])[CH:44]=2)[N:6]=1)([CH3:4])([CH3:2])[CH3:3], predict the reactants needed to synthesize it. The reactants are: [C:1]([C:5]1[CH:9]=[C:8]([NH:10][C:11]([NH:13][C@@H:14]2[C:23]3[C:18](=[CH:19][CH:20]=[CH:21][CH:22]=3)[C@H:17]([O:24][C:25]3[CH:26]=[CH:27][C:28]4[N:29]([C:31]([N:34]5[CH2:39][CH2:38][CH2:37][CH2:36][CH2:35]5)=[N:32][N:33]=4)[CH:30]=3)[CH2:16][CH2:15]2)=[O:12])[N:7]([C:40]2[CH:41]=[N:42][N:43]([CH2:45][CH2:46][OH:47])[CH:44]=2)[N:6]=1)([CH3:4])([CH3:3])[CH3:2].CCN(C(C)C)C(C)C.[CH3:57][S:58](Cl)(=[O:60])=[O:59]. (4) Given the product [C:8]([C:7]1[CH:10]=[C:11]([C:14]2[O:18][N:17]=[C:16]([C:19]3[CH:29]=[CH:28][C:22]4[CH2:23][CH2:24][N:25]([CH2:40][CH2:41][CH2:42][C:43]([O:45][CH2:46][CH3:47])=[O:44])[CH2:26][CH2:27][C:21]=4[CH:20]=3)[N:15]=2)[CH:12]=[CH:13][C:6]=1[O:5][CH:3]([CH3:2])[CH3:4])#[N:9], predict the reactants needed to synthesize it. The reactants are: Cl.[CH3:2][CH:3]([O:5][C:6]1[CH:13]=[CH:12][C:11]([C:14]2[O:18][N:17]=[C:16]([C:19]3[CH:29]=[CH:28][C:22]4[CH2:23][CH2:24][NH:25][CH2:26][CH2:27][C:21]=4[CH:20]=3)[N:15]=2)=[CH:10][C:7]=1[C:8]#[N:9])[CH3:4].CCN(C(C)C)C(C)C.Br[CH2:40][CH2:41][CH2:42][C:43]([O:45][CH2:46][CH3:47])=[O:44]. (5) Given the product [CH:1]1([CH2:4][C:5]2([CH:15]=[N:23][S:21]([C:18]([CH3:20])([CH3:19])[CH3:17])=[O:22])[CH2:6][CH2:7][C:8]3([O:9][CH2:10][CH2:11][O:12]3)[CH2:13][CH2:14]2)[CH2:2][CH2:3]1, predict the reactants needed to synthesize it. The reactants are: [CH:1]1([CH2:4][C:5]2([CH:15]=O)[CH2:14][CH2:13][C:8]3([O:12][CH2:11][CH2:10][O:9]3)[CH2:7][CH2:6]2)[CH2:3][CH2:2]1.[CH3:17][C:18]([S:21]([NH2:23])=[O:22])([CH3:20])[CH3:19].O. (6) Given the product [C:12]([C:3]1[C:2]([Br:1])=[CH:7][C:6]([Br:8])=[CH:5][N:4]=1)#[N:13], predict the reactants needed to synthesize it. The reactants are: [Br:1][C:2]1[CH:3]=[N+:4]([O-])[CH:5]=[C:6]([Br:8])[CH:7]=1.CS[C:12]1N=C(NCC2C=CC(OC)=C(Cl)C=2)C(C(OCC)=O)=C[N:13]=1.C[Si](C#N)(C)C.CN(C)C(Cl)=O.C(=O)([O-])O.[Na+].